From a dataset of Experimentally validated miRNA-target interactions with 360,000+ pairs, plus equal number of negative samples. Binary Classification. Given a miRNA mature sequence and a target amino acid sequence, predict their likelihood of interaction. (1) The miRNA is hsa-miR-1321 with sequence CAGGGAGGUGAAUGUGAU. The protein sequence of the target gene is MPEPGPDAAGTASAQPQPPPPPPPAPKESPFSIKNLLNGDHHRPPPKPQPPPRTLFAPASAAAAAAAAAAAAAKGALEGAAGFALSQVGDLAFPRFEIPAQRFALPAHYLERSPAWWYPYTLTPAGGHLPRPEASEKALLRDSSPASGTDRDSPEPLLKADPDHKELDSKSPDEIILEESDSEESKKEGEAAPGAAGASVGAAAATPGAEDWKKGAESPEKKPACRKKKTRTVFSRSQVFQLESTFDMKRYLSSSERAGLAASLHLTETQVKIWFQNRRNKWKRQLAAELEAANLSHAAA.... Result: 0 (no interaction). (2) The miRNA is hsa-miR-4722-5p with sequence GGCAGGAGGGCUGUGCCAGGUUG. The protein sequence of the target gene is MKGARLFVLLSSLWSGGIGLNNSKHSWTIPEDGNSQKTMPSASVPPNKIQSLQILPTTRVMSAEIATTPEARTSEDSLLKSTLPPSETSAPAEGVRNQTLTSTEKAEGVVKLQNLTLPTNASIKFNPGAESVVLSNSTLKFLQSFARKSNEQATSLNTVGGTGGIGGVGGTGGVGNRAPRETYLSRGDSSSSQRTDYQKSNFETTRGKNWCAYVHTRLSPTVILDNQVTYVPGGKGPCGWTGGSCPQRSQKISNPVYRMQHKIVTSLDWRCCPGYSGPKCQLRAQEQQSLIHTNQAESHT.... Result: 0 (no interaction). (3) The miRNA is bta-miR-31 with sequence AGGCAAGAUGCUGGCAUAGCU. The protein sequence of the target gene is MSTAGKVIKCKAAVLWELKKPFSIEEVEVAPPKAHEVRIKMVAVGICGTDDHVVSGTMVTPLPVILGHEAAGIVESVGEGVTTVKPGDKVIPLAIPQCGKCRICKNPESNYCLKNDVSNPQGTLQDGTSRFTCRRKPIHHFLGISTFSQYTVVDENAVAKIDAASPLEKVCLIGCGFSTGYGSAVNVAKVTPGSTCAVFGLGGVGLSAIMGCKAAGAARIIAVDINKDKFAKAKELGATECINPQDYKKPIQEVLKEMTDGGVDFSFEVIGRLDTMMASLLCCHEACGTSVIVGVPPDSQ.... Result: 0 (no interaction). (4) The miRNA is cel-miR-254-3p with sequence UGCAAAUCUUUCGCGAC. The protein sequence of the target gene is MSASAATGVFVLSLSAIPVTYVFNHLAAQHDSWTIVGVAALILFLVALLARVLVKRKPPRDPLFYVYAVFGFTSVVNLIIGLEQDGIIDGFMTHYLREGEPYLNTAYGHMICYWDGSAHYLMYLVMVAAIAWEETYRTIGLYWVGSIIMSVVVFVPGNIVGKYGTRICPAFFLSIPYTCLPVWAGFRIYNQPSENYNYPSKVIQEAQAKDLLRRPFDLMLVVCLLLATGFCLFRGLIALDCPSELCRLYTQFQEPYLKDPAAYPKIQMLAYMFYSVPYFVTALYGLVVPGCSWMPDITLI.... Result: 0 (no interaction). (5) The miRNA is mmu-miR-3106-5p with sequence UGGCUCAUUUAGAAGCAGCCA. The protein sequence of the target gene is METGRSRGGGAAVSERGGGARAGVCGRQEQAGALAADMDSHCECAAETPAAEPPSGKINKAAFKLFKKRKSGGTMPSIFGVKNKGDGKSSGPTGMVRSRTHDGLAEVLVLEGSKKEEPPGGSDHSGARPIPGPPKPSGPGLGSLASSSVAKSHSFFSLLKKNGRSETGKGDHAEASKAGGKQKRGLKGIFSSMRWHRRDKRGKEEEEKAVRAAGPGNLVLPGSLTASLECVKEEPPRAARRPDSPGQDASRHAAGEPAGGEQAPASAESAPERICLEAGSPTGSGDQSSRGEDAEGHRRE.... Result: 0 (no interaction). (6) The miRNA is hsa-miR-6893-5p with sequence CAGGCAGGUGUAGGGUGGAGC. The protein sequence of the target gene is MLLTVYCVRRDLSEVTFSLQVDADFELHNFRALCELESGIPAAESQIVYAERPLTDNHRSLASYGLKDGDVVILRQKENADPRPAVQFSNLPRIDFSSIAVPGTSNPQQRQLPRTQAQHSSPGEMASSPQGLDNPALLRDMLLANPHELSLLKERNPPLAEALLSGDLEKFSRVLVEQQQDRARREQERIRLFSADPFDLEAQAKIEEDIRQQNIEENMTIAMEEAPESFGQVAMLYINCRVNGHPVKAFVDSGAQMTIMSQACAERCNIMRLVDRRWAGIAKGVGTQKIIGRVHLAQVQ.... Result: 0 (no interaction). (7) The miRNA is hsa-miR-6501-5p with sequence AGUUGCCAGGGCUGCCUUUGGU. The protein sequence of the target gene is MITSAAGIISLLDEDEPQLKEFALHKLNAVVNDFWAEISESVDKIEVLYEDEGFRSRQFAALVASKVFYHLGAFEESLNYALGAGDLFNVNDNSEYVETIIAKCIDHYTKQCVENADLPEGEKKPIDQRLEGIVNKMFQRCLDDHKYKQAIGIALETRRLDVFEKTILESNDVPGMLAYSLKLCMSLMQNKQFRNKVLRVLVKIYMNLEKPDFINVCQCLIFLDDPQAVSDILEKLVKEDNLLMAYQICFDLYESASQQFLSSVIQNLRTVGTPIASVPGSTNTGTVPGSEKDSDSMETE.... Result: 1 (interaction).